From a dataset of Reaction yield outcomes from USPTO patents with 853,638 reactions. Predict the reaction yield, written as a fraction of the theoretical maximum amount of product (1.0 means a 100% yield; for example, 0.34 means a 34% yield). (1) The reactants are [O:1]=[C:2]1[C:7]([CH2:8][C:9]2[CH:14]=[CH:13][C:12]([C:15]3[C:16]([C:21]#[N:22])=[CH:17][CH:18]=[CH:19][CH:20]=3)=[CH:11][CH:10]=2)=[C:6]([CH2:23][CH2:24][CH3:25])[N:5]2[N:26]=[CH:27][N:28]=[C:4]2[N:3]1[CH:29]1[CH2:41][CH2:40][C:32]2([O:36][C@H:35]3[CH2:37][O:38][CH2:39][C@H:34]3[O:33]2)[CH2:31][CH2:30]1.C([BH3-])#N.[Na+].O1CCCC1. The catalyst is C(OCC)(=O)C. The product is [OH:36][C@H:35]1[CH2:37][O:38][CH2:39][C@H:34]1[O:33][C@H:32]1[CH2:31][CH2:30][C@H:29]([N:3]2[C:2](=[O:1])[C:7]([CH2:8][C:9]3[CH:14]=[CH:13][C:12]([C:15]4[C:16]([C:21]#[N:22])=[CH:17][CH:18]=[CH:19][CH:20]=4)=[CH:11][CH:10]=3)=[C:6]([CH2:23][CH2:24][CH3:25])[N:5]3[N:26]=[CH:27][N:28]=[C:4]23)[CH2:41][CH2:40]1. The yield is 0.180. (2) The reactants are [CH:1]1([CH:4]([C:8]2[CH:13]=[CH:12][CH:11]=[CH:10][CH:9]=2)[C:5]([OH:7])=O)[CH2:3][CH2:2]1.FC(F)(F)C(O)=O.[CH3:21][N:22]1[CH2:27][CH2:26][CH:25]([O:28][C:29]2[CH:34]=[CH:33][C:32]([C:35]3[C:43]4[C:38](=[CH:39][CH:40]=[C:41]([NH2:44])[CH:42]=4)[NH:37][N:36]=3)=[CH:31][CH:30]=2)[CH2:24][CH2:23]1.CCN(C(C)C)C(C)C.CN(C(ON1N=NC2C=CC=CC1=2)=[N+](C)C)C.[B-](F)(F)(F)F. The catalyst is CN(C=O)C. The product is [CH:1]1([CH:4]([C:8]2[CH:13]=[CH:12][CH:11]=[CH:10][CH:9]=2)[C:5]([NH:44][C:41]2[CH:42]=[C:43]3[C:38](=[CH:39][CH:40]=2)[NH:37][N:36]=[C:35]3[C:32]2[CH:33]=[CH:34][C:29]([O:28][CH:25]3[CH2:26][CH2:27][N:22]([CH3:21])[CH2:23][CH2:24]3)=[CH:30][CH:31]=2)=[O:7])[CH2:2][CH2:3]1. The yield is 0.510. (3) The reactants are [CH3:1][O:2][C:3]1[C:8]2[NH:9][C:10]([C:12]3[S:13][CH:14]=[CH:15][CH:16]=3)=[N:11][C:7]=2[C:6]([C:17]([OH:19])=O)=[CH:5][CH:4]=1.[NH2:20][CH2:21][CH2:22][NH:23][S:24]([C:27]1[CH:32]=[CH:31][C:30]([Cl:33])=[CH:29][CH:28]=1)(=[O:26])=[O:25]. No catalyst specified. The product is [Cl:33][C:30]1[CH:29]=[CH:28][C:27]([S:24]([NH:23][CH2:22][CH2:21][NH:20][C:17]([C:6]2[C:7]3[N:11]=[C:10]([C:12]4[S:13][CH:14]=[CH:15][CH:16]=4)[NH:9][C:8]=3[C:3]([O:2][CH3:1])=[CH:4][CH:5]=2)=[O:19])(=[O:25])=[O:26])=[CH:32][CH:31]=1. The yield is 0.450. (4) The reactants are [CH3:1][O:2][C:3]1[CH:9]=[C:8]([N:10]2[CH2:15][CH2:14][O:13][CH2:12][CH2:11]2)[CH:7]=[CH:6][C:4]=1[NH2:5].Cl.[Br:17][C:18]1[C:19]([NH:25][C:26]2[CH:35]=[CH:34][CH:33]=[CH:32][C:27]=2[C:28]([NH:30][CH3:31])=[O:29])=[CH:20][C:21](Cl)=[N:22][CH:23]=1.Cl. The catalyst is C(O)(C)C. The product is [Br:17][C:18]1[C:19]([NH:25][C:26]2[CH:35]=[CH:34][CH:33]=[CH:32][C:27]=2[C:28]([NH:30][CH3:31])=[O:29])=[CH:20][C:21]([NH:5][C:4]2[CH:6]=[CH:7][C:8]([N:10]3[CH2:15][CH2:14][O:13][CH2:12][CH2:11]3)=[CH:9][C:3]=2[O:2][CH3:1])=[N:22][CH:23]=1. The yield is 0.140. (5) The reactants are [H-].[Na+].[C:3]([O:7][C:8]([N:10]1[CH2:15][CH2:14][CH:13]([OH:16])[CH2:12][CH2:11]1)=[O:9])([CH3:6])([CH3:5])[CH3:4].Br[C:18]1[CH:23]=[CH:22][CH:21]=[CH:20][N:19]=1.O. The catalyst is CCCCCC.CS(C)=O. The product is [C:3]([O:7][C:8]([N:10]1[CH2:15][CH2:14][CH:13]([O:16][C:18]2[CH:23]=[CH:22][CH:21]=[CH:20][N:19]=2)[CH2:12][CH2:11]1)=[O:9])([CH3:6])([CH3:4])[CH3:5]. The yield is 0.670.